Dataset: Forward reaction prediction with 1.9M reactions from USPTO patents (1976-2016). Task: Predict the product of the given reaction. Given the reactants [F:1][C:2]1[CH:3]=[C:4]([C@H:8]2[CH2:12][CH2:11][CH2:10][N:9]2[C:13]2[CH:18]=[CH:17][N:16]3[N:19]=[CH:20][C:21]([C:22]([OH:24])=O)=[C:15]3[N:14]=2)[CH:5]=[CH:6][CH:7]=1.[NH2:25][C@H:26]1[CH2:31][CH2:30][C@H:29]([OH:32])[CH2:28][CH2:27]1, predict the reaction product. The product is: [F:1][C:2]1[CH:3]=[C:4]([C@H:8]2[CH2:12][CH2:11][CH2:10][N:9]2[C:13]2[CH:18]=[CH:17][N:16]3[N:19]=[CH:20][C:21]([C:22]([NH:25][C@H:26]4[CH2:31][CH2:30][C@H:29]([OH:32])[CH2:28][CH2:27]4)=[O:24])=[C:15]3[N:14]=2)[CH:5]=[CH:6][CH:7]=1.